Dataset: HIV replication inhibition screening data with 41,000+ compounds from the AIDS Antiviral Screen. Task: Binary Classification. Given a drug SMILES string, predict its activity (active/inactive) in a high-throughput screening assay against a specified biological target. (1) The drug is Nc1ncnc2c1ncn2C1OC(CSCC(F)(F)F)C(O)C1O. The result is 0 (inactive). (2) The molecule is COc1ccc(C=C(C#N)c2ccccn2)cc1OC. The result is 0 (inactive). (3) The compound is CSCCCNC(=O)c1csc(-c2c[s+]c(CCNC(=O)CNC(=O)OC(C)(C)C)[nH]2)n1. The result is 0 (inactive). (4) The compound is CC1OC(OCC2OC(Oc3ccc4c(=O)c(-c5ccc6c(c5)OCO6)coc4c3)C(O)C(O)C2O)C(O)C(O)C1O. The result is 1 (active).